From a dataset of CYP2D6 inhibition data for predicting drug metabolism from PubChem BioAssay. Regression/Classification. Given a drug SMILES string, predict its absorption, distribution, metabolism, or excretion properties. Task type varies by dataset: regression for continuous measurements (e.g., permeability, clearance, half-life) or binary classification for categorical outcomes (e.g., BBB penetration, CYP inhibition). Dataset: cyp2d6_veith. (1) The drug is COc1ccc(-c2nc(-c3ccccc3)c(-c3cc([N+](=O)[O-])ccc3C)[nH]2)cc1O. The result is 1 (inhibitor). (2) The compound is COc1ccccc1NC(=O)c1cnc2n(c1=O)CCS2. The result is 0 (non-inhibitor). (3) The molecule is O=C1c2ccccc2[C@@H]([C@@H]2c3ccccc3C(=O)c3cc(Br)ccc32)c2ccc(Br)cc21. The result is 0 (non-inhibitor). (4) The result is 1 (inhibitor). The molecule is Cc1cc(NC(=O)C2CCCCC2)nc2c1c(=O)oc1ccccc12. (5) The drug is COc1ccc2[nH]cc(CCNc3ncncc3-c3ccccc3CN(C)C)c2c1. The result is 1 (inhibitor). (6) The result is 0 (non-inhibitor). The drug is CSc1nsc(SC)c1NC(=O)Nc1ccccn1.